This data is from Full USPTO retrosynthesis dataset with 1.9M reactions from patents (1976-2016). The task is: Predict the reactants needed to synthesize the given product. (1) Given the product [CH3:8][O:7][C:5](=[O:6])[CH:4]([C:16]1[CH:17]=[CH:18][C:13]([Br:12])=[CH:14][C:15]=1[N+:20]([O-:22])=[O:21])[C:3]([O:10][CH3:11])=[O:9], predict the reactants needed to synthesize it. The reactants are: [H-].[Na+].[C:3]([O:10][CH3:11])(=[O:9])[CH2:4][C:5]([O:7][CH3:8])=[O:6].[Br:12][C:13]1[CH:18]=[CH:17][C:16](F)=[C:15]([N+:20]([O-:22])=[O:21])[CH:14]=1. (2) Given the product [CH3:9][O:8][CH2:1][C@@H:2]([O:25][C:26]1[CH:27]=[C:28]([CH:33]=[C:34]([O:36][C:37]2[CH:42]=[CH:41][C:40]([S:43]([CH3:46])(=[O:45])=[O:44])=[CH:39][CH:38]=2)[CH:35]=1)[C:29]([O:31][CH3:32])=[O:30])[CH3:3], predict the reactants needed to synthesize it. The reactants are: [CH2:1]([O:8][C:9]1C=C[C:3](OC(C)COC)=[C:2](C=1)[C:1]([O:8][CH3:9])=O)[C:2]1C=CC=C[CH:3]=1.[OH:25][C:26]1[CH:27]=[C:28]([CH:33]=[C:34]([O:36][C:37]2[CH:42]=[CH:41][C:40]([S:43]([CH3:46])(=[O:45])=[O:44])=[CH:39][CH:38]=2)[CH:35]=1)[C:29]([O:31][CH3:32])=[O:30].COC[C@H](O)C. (3) Given the product [OH:34][CH2:33][C:18]1[C:17]([O:16][CH2:15][CH:12]2[CH2:11][CH2:10][N:9]([C:7]([O:6][CH:4]([CH3:5])[CH3:3])=[O:8])[CH2:14][CH2:13]2)=[CH:22][CH:21]=[C:20]([C:23]2[CH:24]=[CH:25][C:26]([S:29]([CH3:32])(=[O:31])=[O:30])=[CH:27][CH:28]=2)[N:19]=1, predict the reactants needed to synthesize it. The reactants are: [BH4-].[Na+].[CH3:3][CH:4]([O:6][C:7]([N:9]1[CH2:14][CH2:13][CH:12]([CH2:15][O:16][C:17]2[C:18]([C:33](OC)=[O:34])=[N:19][C:20]([C:23]3[CH:28]=[CH:27][C:26]([S:29]([CH3:32])(=[O:31])=[O:30])=[CH:25][CH:24]=3)=[CH:21][CH:22]=2)[CH2:11][CH2:10]1)=[O:8])[CH3:5].CO. (4) Given the product [OH:5][NH:6][C:7](=[O:21])[C:8]1[CH:9]=[CH:10][C:11]([C:14]2[CH:19]=[CH:18][CH:17]=[C:16]([NH:20][C:29]([CH2:28][C:22]3[CH:27]=[CH:26][CH:25]=[CH:24][CH:23]=3)=[O:30])[CH:15]=2)=[CH:12][CH:13]=1, predict the reactants needed to synthesize it. The reactants are: C([O:5][NH:6][C:7](=[O:21])[C:8]1[CH:13]=[CH:12][C:11]([C:14]2[CH:19]=[CH:18][CH:17]=[C:16]([NH2:20])[CH:15]=2)=[CH:10][CH:9]=1)(C)(C)C.[C:22]1([CH2:28][C:29](O)=[O:30])[CH:27]=[CH:26][CH:25]=[CH:24][CH:23]=1.C1N(P(Cl)(N2C(=O)OCC2)=O)C(=O)OC1.